Dataset: Peptide-MHC class I binding affinity with 185,985 pairs from IEDB/IMGT. Task: Regression. Given a peptide amino acid sequence and an MHC pseudo amino acid sequence, predict their binding affinity value. This is MHC class I binding data. (1) The peptide sequence is RGYVFQGL. The MHC is HLA-B45:01 with pseudo-sequence HLA-B45:01. The binding affinity (normalized) is 0. (2) The peptide sequence is RQGKFIKNK. The binding affinity (normalized) is 0.135. The MHC is HLA-A02:06 with pseudo-sequence HLA-A02:06.